Predict which catalyst facilitates the given reaction. From a dataset of Catalyst prediction with 721,799 reactions and 888 catalyst types from USPTO. (1) Product: [CH:1]([NH:4][C:10]1[C:11]([C:12]([O:14][CH2:15][CH3:16])=[O:13])=[CH:6][N:7]=[C:8]([C:17]([F:19])([F:20])[F:18])[N:9]=1)([CH3:3])[CH3:2]. Reactant: [CH:1]([NH2:4])([CH3:3])[CH3:2].Cl[C:6]1[C:11]([C:12]([O:14][CH2:15][CH3:16])=[O:13])=[CH:10][N:9]=[C:8]([C:17]([F:20])([F:19])[F:18])[N:7]=1.C(O)C. The catalyst class is: 6. (2) Reactant: CS([O:5][C@H:6]1[CH2:10][CH2:9][N:8]([S:11]([CH3:14])(=[O:13])=[O:12])[CH2:7]1)(=O)=O.O[C:16]1[CH:21]=[C:20]([CH3:22])[C:19]([C:23]2[CH:28]=[CH:27][CH:26]=[C:25]([CH2:29][O:30][C:31]3[CH:44]=[CH:43][C:34]4[C@H:35]([CH2:38][C:39]([O:41][CH3:42])=[O:40])[CH2:36][O:37][C:33]=4[CH:32]=3)[CH:24]=2)=[C:18]([CH3:45])[CH:17]=1.C(=O)([O-])[O-].[Cs+].[Cs+]. Product: [CH3:45][C:18]1[CH:17]=[C:16]([O:5][C@@H:6]2[CH2:10][CH2:9][N:8]([S:11]([CH3:14])(=[O:13])=[O:12])[CH2:7]2)[CH:21]=[C:20]([CH3:22])[C:19]=1[C:23]1[CH:28]=[CH:27][CH:26]=[C:25]([CH2:29][O:30][C:31]2[CH:44]=[CH:43][C:34]3[C@H:35]([CH2:38][C:39]([O:41][CH3:42])=[O:40])[CH2:36][O:37][C:33]=3[CH:32]=2)[CH:24]=1. The catalyst class is: 9.